This data is from Reaction yield outcomes from USPTO patents with 853,638 reactions. The task is: Predict the reaction yield, written as a fraction of the theoretical maximum amount of product (1.0 means a 100% yield; for example, 0.34 means a 34% yield). (1) The reactants are [NH2:1][C:2]1[C:10]([NH2:11])=[CH:9][CH:8]=[CH:7][C:3]=1[C:4]([OH:6])=[O:5].[Cl:12][C:13]1[CH:14]=[C:15]([CH:18]=[CH:19][N:20]=1)[CH:16]=O. The catalyst is CN(C=O)C.O. The product is [Cl:12][C:13]1[CH:14]=[C:15]([C:16]2[NH:11][C:10]3[CH:9]=[CH:8][CH:7]=[C:3]([C:4]([OH:6])=[O:5])[C:2]=3[N:1]=2)[CH:18]=[CH:19][N:20]=1. The yield is 0.590. (2) The reactants are [C:1](O[K])([CH3:4])(C)C.[N+:7]([C:10]1[N:11]=[CH:12][NH:13][CH:14]=1)([O-:9])=[O:8].Br[CH2:16][CH2:17]Br. The catalyst is CN(C=O)C. The product is [N+:7]([C:10]1[N:11]=[CH:12][N:13]([CH2:16][CH2:17][N:11]2[CH:4]=[C:1]([N+:7]([O-:9])=[O:8])[N:13]=[CH:12]2)[CH:14]=1)([O-:9])=[O:8]. The yield is 0.450. (3) The reactants are Br.Br.[CH3:3][NH:4][CH:5]1[CH2:14][CH2:13][C:8]2[N:9]=[C:10](N)[S:11][C:7]=2[CH2:6]1.C(NC1CCC2N=CSC=2C1)CC. No catalyst specified. The product is [CH3:3][NH:4][CH:5]1[CH2:14][CH2:13][C:8]2[N:9]=[CH:10][S:11][C:7]=2[CH2:6]1. The yield is 0.400. (4) The reactants are [CH3:1][C:2]1[CH:3]=[C:4]([N:9]2[CH2:14][CH2:13][NH:12][CH2:11][CH2:10]2)[CH:5]=[CH:6][C:7]=1[CH3:8].BrC1C=CC(S(O[CH2:26][C@@H:27]2[O:41][C:31]3=[C:32]4[C:37](=[CH:38][CH:39]=[C:30]3[O:29][CH2:28]2)[N:36]=[C:35]([CH3:40])[CH:34]=[CH:33]4)(=O)=O)=CC=1. No catalyst specified. The product is [CH3:1][C:2]1[CH:3]=[C:4]([N:9]2[CH2:10][CH2:11][N:12]([CH2:26][C@@H:27]3[O:41][C:31]4=[C:32]5[C:37](=[CH:38][CH:39]=[C:30]4[O:29][CH2:28]3)[N:36]=[C:35]([CH3:40])[CH:34]=[CH:33]5)[CH2:13][CH2:14]2)[CH:5]=[CH:6][C:7]=1[CH3:8]. The yield is 0.680. (5) The reactants are [N:1]12[CH2:8][CH2:7][C:4]([C:9]([C:17]3[CH:22]=[CH:21][CH:20]=[CH:19][CH:18]=3)([C:11]3[CH:16]=[CH:15][CH:14]=[CH:13][CH:12]=3)[OH:10])([CH2:5][CH2:6]1)[CH2:3][CH2:2]2.[Br:23][CH2:24][CH2:25][O:26][C:27]([C:30]1[CH:35]=[CH:34][CH:33]=[CH:32][CH:31]=1)([CH3:29])[CH3:28]. The catalyst is CC#N.C(Cl)(Cl)Cl. The product is [Br-:23].[OH:10][C:9]([C:17]1[CH:22]=[CH:21][CH:20]=[CH:19][CH:18]=1)([C:11]1[CH:12]=[CH:13][CH:14]=[CH:15][CH:16]=1)[C:4]12[CH2:5][CH2:6][N+:1]([CH2:24][CH2:25][O:26][C:27]([CH3:29])([C:30]3[CH:35]=[CH:34][CH:33]=[CH:32][CH:31]=3)[CH3:28])([CH2:2][CH2:3]1)[CH2:8][CH2:7]2. The yield is 0.240. (6) The reactants are [CH:1]([C@H:4]1[NH:9][CH2:8][CH2:7][N:6]2[C:10]3[CH:16]=[C:15]([S:17]([CH3:20])(=[O:19])=[O:18])[C:14]([CH2:21][OH:22])=[CH:13][C:11]=3[N:12]=[C:5]12)([CH3:3])[CH3:2].Cl[C:24]1[N:29]=[C:28]([C:30]([F:33])([F:32])[F:31])[C:27]([C:34]([O:36][CH2:37][CH3:38])=[O:35])=[CH:26][N:25]=1.CCN(C(C)C)C(C)C. The catalyst is C(Cl)Cl.CC(O)C. The product is [OH:22][CH2:21][C:14]1[C:15]([S:17]([CH3:20])(=[O:19])=[O:18])=[CH:16][C:10]2[N:6]3[CH2:7][CH2:8][N:9]([C:24]4[N:29]=[C:28]([C:30]([F:32])([F:33])[F:31])[C:27]([C:34]([O:36][CH2:37][CH3:38])=[O:35])=[CH:26][N:25]=4)[C@H:4]([CH:1]([CH3:3])[CH3:2])[C:5]3=[N:12][C:11]=2[CH:13]=1. The yield is 0.837. (7) The catalyst is ClCCl. The yield is 0.970. The reactants are [C:1]([OH:12])(=O)[CH2:2][CH2:3][CH2:4][CH2:5][CH2:6][CH2:7][CH2:8][CH2:9][CH3:10].Cl.[CH3:14][NH:15][O:16][CH3:17].O. The product is [CH3:17][O:16][N:15]([CH3:14])[C:1](=[O:12])[CH2:2][CH2:3][CH2:4][CH2:5][CH2:6][CH2:7][CH2:8][CH2:9][CH3:10].